From a dataset of Catalyst prediction with 721,799 reactions and 888 catalyst types from USPTO. Predict which catalyst facilitates the given reaction. Reactant: [Cl:1][C:2]1[CH:7]=[CH:6][C:5]([CH:8](O)[C:9]2[CH:10]=[N:11][N:12]([CH:19]([CH3:21])[CH3:20])[C:13]=2[C:14]([O:16][CH2:17][CH3:18])=[O:15])=[CH:4][CH:3]=1.[NH2:23][C:24]1[CH:25]=[C:26]([CH3:32])[C:27](=[O:31])[N:28]([CH3:30])[CH:29]=1. Product: [Cl:1][C:2]1[CH:7]=[CH:6][C:5]([CH:8]([NH:23][C:24]2[CH:25]=[C:26]([CH3:32])[C:27](=[O:31])[N:28]([CH3:30])[CH:29]=2)[C:9]2[CH:10]=[N:11][N:12]([CH:19]([CH3:21])[CH3:20])[C:13]=2[C:14]([O:16][CH2:17][CH3:18])=[O:15])=[CH:4][CH:3]=1. The catalyst class is: 25.